This data is from Peptide-MHC class I binding affinity with 185,985 pairs from IEDB/IMGT. The task is: Regression. Given a peptide amino acid sequence and an MHC pseudo amino acid sequence, predict their binding affinity value. This is MHC class I binding data. (1) The peptide sequence is NPVPVGNIY. The MHC is HLA-B18:01 with pseudo-sequence HLA-B18:01. The binding affinity (normalized) is 0. (2) The peptide sequence is RDPDEFKTL. The MHC is HLA-B44:02 with pseudo-sequence HLA-B44:02. The binding affinity (normalized) is 0.